Dataset: Catalyst prediction with 721,799 reactions and 888 catalyst types from USPTO. Task: Predict which catalyst facilitates the given reaction. Reactant: [CH3:1][O:2][C:3]1[CH:4]=[C:5]2[C:10](=[CH:11][C:12]=1[CH3:13])[CH:9]=[N:8][CH:7]([CH3:14])[CH2:6]2.CN([CH:18]=[C:19]([C:25](=[O:27])[CH3:26])[C:20]([O:22][CH2:23][CH3:24])=[O:21])C.COCCOC.C1(Cl)C(=O)C(Cl)=C(Cl)C(=O)C=1Cl. Product: [CH3:1][O:2][C:3]1[C:12]([CH3:13])=[CH:11][C:10]2[C:9]3[N:8]([CH:7]([CH3:14])[CH2:6][C:5]=2[CH:4]=1)[CH:18]=[C:19]([C:20]([O:22][CH2:23][CH3:24])=[O:21])[C:25](=[O:27])[CH:26]=3. The catalyst class is: 575.